This data is from Peptide-MHC class I binding affinity with 185,985 pairs from IEDB/IMGT. The task is: Regression. Given a peptide amino acid sequence and an MHC pseudo amino acid sequence, predict their binding affinity value. This is MHC class I binding data. (1) The peptide sequence is VPVWKEATTTL. The MHC is HLA-B58:01 with pseudo-sequence HLA-B58:01. The binding affinity (normalized) is 0. (2) The peptide sequence is LYEASTTYL. The MHC is HLA-B18:01 with pseudo-sequence HLA-B18:01. The binding affinity (normalized) is 0.213. (3) The peptide sequence is HRYLIRQSM. The MHC is HLA-A26:01 with pseudo-sequence HLA-A26:01. The binding affinity (normalized) is 0.0847. (4) The peptide sequence is LVQYRILPMI. The MHC is HLA-A02:02 with pseudo-sequence HLA-A02:02. The binding affinity (normalized) is 0.128. (5) The peptide sequence is GVDGGWQAL. The MHC is HLA-A66:01 with pseudo-sequence HLA-A66:01. The binding affinity (normalized) is 0.213. (6) The peptide sequence is KQFDTYNLW. The MHC is HLA-B08:01 with pseudo-sequence HLA-B08:01. The binding affinity (normalized) is 0.0847. (7) The peptide sequence is ITMIPHYYYY. The MHC is HLA-B08:01 with pseudo-sequence HLA-B08:01. The binding affinity (normalized) is 0.0374. (8) The peptide sequence is SYLKPHIFE. The MHC is HLA-B27:05 with pseudo-sequence HLA-B27:05. The binding affinity (normalized) is 0.0847. (9) The peptide sequence is RTLLGLILFV. The MHC is HLA-A31:01 with pseudo-sequence HLA-A31:01. The binding affinity (normalized) is 0.371.